The task is: Predict the reaction yield, written as a fraction of the theoretical maximum amount of product (1.0 means a 100% yield; for example, 0.34 means a 34% yield).. This data is from Reaction yield outcomes from USPTO patents with 853,638 reactions. (1) The reactants are [Br:1][C:2]1[CH:7]=[CH:6][CH:5]=[CH:4][C:3]=1I.[F:9][C:10]([F:21])([F:20])[C:11]1[CH:16]=[CH:15][C:14](B(O)O)=[CH:13][CH:12]=1.C(=O)([O-])[O-].[Na+].[Na+]. The catalyst is C1C=CC([P]([Pd]([P](C2C=CC=CC=2)(C2C=CC=CC=2)C2C=CC=CC=2)([P](C2C=CC=CC=2)(C2C=CC=CC=2)C2C=CC=CC=2)[P](C2C=CC=CC=2)(C2C=CC=CC=2)C2C=CC=CC=2)(C2C=CC=CC=2)C2C=CC=CC=2)=CC=1. The yield is 0.670. The product is [Br:1][C:2]1[CH:7]=[CH:6][CH:5]=[CH:4][C:3]=1[C:14]1[CH:15]=[CH:16][C:11]([C:10]([F:21])([F:20])[F:9])=[CH:12][CH:13]=1. (2) The reactants are [NH:1]([C:8]([O:10][CH2:11][C:12]1[CH:17]=[CH:16][CH:15]=[CH:14][CH:13]=1)=[O:9])[C@H:2]([C:5]([OH:7])=O)[CH2:3][OH:4].[C:18]1([Mg]Br)[CH:23]=[CH:22][CH:21]=[CH:20][CH:19]=1.Cl.CCCCCC. The catalyst is C1COCC1.C(OCC)(=O)C. The product is [OH:4][CH2:3][C@H:2]([NH:1][C:8](=[O:9])[O:10][CH2:11][C:12]1[CH:17]=[CH:16][CH:15]=[CH:14][CH:13]=1)[C:5](=[O:7])[C:18]1[CH:23]=[CH:22][CH:21]=[CH:20][CH:19]=1. The yield is 0.200.